Dataset: Forward reaction prediction with 1.9M reactions from USPTO patents (1976-2016). Task: Predict the product of the given reaction. (1) The product is: [Br:19][C:20]1[CH:25]=[CH:24][C:23]([S:26]([N:12]2[CH2:13][CH2:14][C:9]([NH:8][C:6]([O:5][C:2]([CH3:1])([CH3:3])[CH3:4])=[O:7])([C:15]([O:17][CH3:18])=[O:16])[CH2:10][CH2:11]2)(=[O:28])=[O:27])=[CH:22][CH:21]=1. Given the reactants [CH3:1][C:2]([O:5][C:6]([NH:8][C:9]1([C:15]([O:17][CH3:18])=[O:16])[CH2:14][CH2:13][NH:12][CH2:11][CH2:10]1)=[O:7])([CH3:4])[CH3:3].[Br:19][C:20]1[CH:25]=[CH:24][C:23]([S:26](Cl)(=[O:28])=[O:27])=[CH:22][CH:21]=1.CCN(C(C)C)C(C)C, predict the reaction product. (2) Given the reactants C(OC(=O)[NH:7][CH2:8][CH2:9][CH2:10][N:11]([CH2:14][C:15]1[CH:20]=[CH:19][CH:18]=[C:17]([C:21]2[C:26]([F:27])=[CH:25][N:24]=[C:23](Cl)[N:22]=2)[CH:16]=1)[CH2:12][CH3:13])(C)(C)C.[NH2:30][CH2:31][CH2:32][C:33]1[CH:38]=[CH:37][C:36]([OH:39])=[C:35]([Cl:40])[CH:34]=1, predict the reaction product. The product is: [NH2:7][CH2:8][CH2:9][CH2:10][N:11]([CH2:14][C:15]1[CH:16]=[C:17]([C:21]2[C:26]([F:27])=[CH:25][N:24]=[C:23]([NH:30][CH2:31][CH2:32][C:33]3[CH:38]=[CH:37][C:36]([OH:39])=[C:35]([Cl:40])[CH:34]=3)[N:22]=2)[CH:18]=[CH:19][CH:20]=1)[CH2:12][CH3:13]. (3) Given the reactants [CH2:1]([N:3]1[C:8]2[N:9]=[C:10](S(C)=O)[N:11]=[CH:12][C:7]=2[CH:6]=[C:5]([C:16]2[CH:21]=[CH:20][C:19]([S:22]([N:25]([CH3:27])[CH3:26])(=[O:24])=[O:23])=[CH:18][C:17]=2[CH3:28])[C:4]1=[O:29])[CH3:2].[CH3:30][N:31]1[CH2:36][CH2:35][CH:34]([CH2:37][CH2:38][NH2:39])[CH2:33][CH2:32]1.CCN(C(C)C)C(C)C, predict the reaction product. The product is: [CH2:1]([N:3]1[C:8]2[N:9]=[C:10]([NH:39][CH2:38][CH2:37][CH:34]3[CH2:35][CH2:36][N:31]([CH3:30])[CH2:32][CH2:33]3)[N:11]=[CH:12][C:7]=2[CH:6]=[C:5]([C:16]2[CH:21]=[CH:20][C:19]([S:22]([N:25]([CH3:27])[CH3:26])(=[O:23])=[O:24])=[CH:18][C:17]=2[CH3:28])[C:4]1=[O:29])[CH3:2].